From a dataset of TCR-epitope binding with 47,182 pairs between 192 epitopes and 23,139 TCRs. Binary Classification. Given a T-cell receptor sequence (or CDR3 region) and an epitope sequence, predict whether binding occurs between them. (1) Result: 0 (the TCR does not bind to the epitope). The epitope is GLIYNRMGAVTTEV. The TCR CDR3 sequence is CASSLAVGGYEQYF. (2) The epitope is YLNTLTLAV. The TCR CDR3 sequence is CASSSSGGGTDTQYF. Result: 0 (the TCR does not bind to the epitope). (3) The epitope is CINGVCWTV. The TCR CDR3 sequence is CASSKLQGASNQPQHF. Result: 0 (the TCR does not bind to the epitope). (4) The epitope is HPKVSSEVHI. The TCR CDR3 sequence is CASSFGSLNTEAFF. Result: 0 (the TCR does not bind to the epitope). (5) The epitope is KLPDDFTGCV. The TCR CDR3 sequence is CASSITSGSLNEQYF. Result: 0 (the TCR does not bind to the epitope). (6) The TCR CDR3 sequence is CASSKRARGRQYF. The epitope is LPPIVAKEI. Result: 0 (the TCR does not bind to the epitope). (7) The epitope is SQASSRSSSR. The TCR CDR3 sequence is CASSGPGQGAREQYF. Result: 1 (the TCR binds to the epitope). (8) The epitope is KMKDLSPRW. The TCR CDR3 sequence is CASSLIGDEQFF. Result: 1 (the TCR binds to the epitope). (9) The epitope is YLNTLTLAV. The TCR CDR3 sequence is CASSQTSGQYNEQFF. Result: 1 (the TCR binds to the epitope). (10) The epitope is KLSYGIATV. The TCR CDR3 sequence is CASSQEDPAASPQPQHF. Result: 1 (the TCR binds to the epitope).